Dataset: Full USPTO retrosynthesis dataset with 1.9M reactions from patents (1976-2016). Task: Predict the reactants needed to synthesize the given product. (1) Given the product [CH2:1]([O:3][C:4]([N:6]1[C:10]([NH:11][C:12](=[O:27])[C:13]2[CH:18]=[CH:17][C:16]([N:19]3[CH2:24][CH2:23][N:22]([CH3:25])[CH2:21][CH2:20]3)=[CH:15][C:14]=2[NH:26][C:59]([N:53]2[CH2:58][CH2:57][O:56][CH2:55][CH2:54]2)=[O:60])=[C:9]2[CH2:28][N:29]([S:33]([C:36]3[CH:41]=[C:40]([F:42])[CH:39]=[C:38]([F:43])[CH:37]=3)(=[O:35])=[O:34])[C:30]([CH3:32])([CH3:31])[C:8]2=[N:7]1)=[O:5])[CH3:2], predict the reactants needed to synthesize it. The reactants are: [CH2:1]([O:3][C:4]([N:6]1[C:10]([NH:11][C:12](=[O:27])[C:13]2[CH:18]=[CH:17][C:16]([N:19]3[CH2:24][CH2:23][N:22]([CH3:25])[CH2:21][CH2:20]3)=[CH:15][C:14]=2[NH2:26])=[C:9]2[CH2:28][N:29]([S:33]([C:36]3[CH:41]=[C:40]([F:42])[CH:39]=[C:38]([F:43])[CH:37]=3)(=[O:35])=[O:34])[C:30]([CH3:32])([CH3:31])[C:8]2=[N:7]1)=[O:5])[CH3:2].C(N(CC)C(C)C)(C)C.[N:53]1([C:59](Cl)=[O:60])[CH2:58][CH2:57][O:56][CH2:55][CH2:54]1.O1CCCC1. (2) Given the product [C:1]([O:5][C:6]([N:8]1[CH2:13][C@H:12]([NH:69][CH2:52][CH2:53][CH3:54])[CH2:11][C@H:10]([C:27](=[O:50])[NH:28][CH2:29][C:30]2([CH2:44][CH2:45][CH2:46][CH2:47][O:48][CH3:49])[C:43]3[CH:42]=[CH:41][CH:40]=[CH:39][C:38]=3[O:37][C:36]3[C:31]2=[CH:32][CH:33]=[CH:34][CH:35]=3)[CH2:9]1)=[O:7])([CH3:2])([CH3:3])[CH3:4], predict the reactants needed to synthesize it. The reactants are: [C:1]([O:5][C:6]([N:8]1[CH2:13][C@H:12](NS(C2C=CC=CC=2[N+]([O-])=O)(=O)=O)[CH2:11][C@H:10]([C:27](=[O:50])[NH:28][CH2:29][C:30]2([CH2:44][CH2:45][CH2:46][CH2:47][O:48][CH3:49])[C:43]3[CH:42]=[CH:41][CH:40]=[CH:39][C:38]=3[O:37][C:36]3[C:31]2=[CH:32][CH:33]=[CH:34][CH:35]=3)[CH2:9]1)=[O:7])([CH3:4])([CH3:3])[CH3:2].Br[CH2:52][CH2:53][CH3:54].C([O-])([O-])=O.[K+].[K+].C(O)(=O)CS.[Li+].[OH-].C[N:69](C=O)C. (3) Given the product [CH2:26]([C:23]1[CH:24]=[CH:25][C:20]([O:19][C@@H:17]([CH3:18])[CH2:16][CH2:15][O:14][C:11]2[CH:12]=[CH:13][C:8]([CH2:7][CH2:6][C:5]([OH:35])=[O:4])=[C:9]([CH3:34])[CH:10]=2)=[C:21]([C:28]2[CH:33]=[CH:32][CH:31]=[CH:30][N:29]=2)[CH:22]=1)[CH3:27], predict the reactants needed to synthesize it. The reactants are: [OH-].[Na+].C[O:4][C:5](=[O:35])[CH2:6][CH2:7][C:8]1[CH:13]=[CH:12][C:11]([O:14][CH2:15][CH2:16][C@@H:17]([O:19][C:20]2[CH:25]=[CH:24][C:23]([CH2:26][CH3:27])=[CH:22][C:21]=2[C:28]2[CH:33]=[CH:32][CH:31]=[CH:30][N:29]=2)[CH3:18])=[CH:10][C:9]=1[CH3:34].Cl. (4) Given the product [CH2:24]([C:25]1[N:11]([C@H:12]2[CH2:17][CH2:16][C@H:15]([CH2:18][C:19]#[N:20])[C@@H:14]([O:21][CH3:22])[CH2:13]2)[C:3]2=[C:4]3[S:10][CH:9]=[CH:8][C:5]3=[N:6][CH:7]=[C:2]2[N:1]=1)[CH3:23], predict the reactants needed to synthesize it. The reactants are: [NH2:1][C:2]1[C:3]([NH:11][C@H:12]2[CH2:17][CH2:16][C@H:15]([CH2:18][C:19]#[N:20])[C@@H:14]([O:21][CH3:22])[CH2:13]2)=[C:4]2[S:10][CH:9]=[CH:8][C:5]2=[N:6][CH:7]=1.[CH3:23][CH2:24][CH3:25]. (5) The reactants are: [CH2:1]([N:3]1[C:7]2=[N:8][C:9]([CH2:29][CH3:30])=[C:10]([CH2:19][NH:20][C:21]([C:23]3([C:26](O)=[O:27])[CH2:25][CH2:24]3)=[O:22])[C:11]([NH:12][CH:13]3[CH2:18][CH2:17][O:16][CH2:15][CH2:14]3)=[C:6]2[CH:5]=[N:4]1)[CH3:2].[CH3:31][N:32]1[CH2:37][CH2:36][CH:35]([CH2:38][C:39]2[CH:40]=[C:41]([C:45]3[CH:50]=[CH:49][CH:48]=[C:47]([CH2:51]N)[CH:46]=3)[CH:42]=[CH:43][CH:44]=2)[CH2:34][CH2:33]1.C[N:54]1CCC(CC2C=C(C3C=CC=C(CN)C=3)C=CC=2)CC1.CN(C(ON1N=NC2C=CC=CC1=2)=[N+](C)C)C.F[P-](F)(F)(F)(F)F.CCN(CC)CC. Given the product [CH2:1]([N:3]1[C:7]2=[N:8][C:9]([CH2:29][CH3:30])=[C:10]([CH2:19][N:20]([CH2:51][C:47]3[CH:46]=[C:45]([C:41]4[CH:42]=[CH:43][CH:44]=[C:39]([CH2:38][CH:35]5[CH2:36][CH2:37][N:32]([CH3:31])[CH2:33][CH2:34]5)[CH:40]=4)[CH:50]=[CH:49][CH:48]=3)[C:21]([C:23]3([C:26]([NH2:54])=[O:27])[CH2:24][CH2:25]3)=[O:22])[C:11]([NH:12][CH:13]3[CH2:18][CH2:17][O:16][CH2:15][CH2:14]3)=[C:6]2[CH:5]=[N:4]1)[CH3:2], predict the reactants needed to synthesize it.